This data is from Full USPTO retrosynthesis dataset with 1.9M reactions from patents (1976-2016). The task is: Predict the reactants needed to synthesize the given product. (1) Given the product [C:15]([N:7]1[C:8]2[C:13](=[N:12][CH:11]=[CH:10][CH:9]=2)[CH:4]([NH2:30])[CH2:5][CH:6]1[CH3:19])(=[O:17])[CH3:16], predict the reactants needed to synthesize it. The reactants are: C(=O)(O[CH:4]1[C:13]2[C:8](=[CH:9][CH:10]=[C:11](Br)[N:12]=2)[N:7]([C:15](=[O:17])[CH3:16])[C:6]([CH2:19]C2C=CC=CC=2)(C)[CH2:5]1)N.C([O-])=O.[NH4+:30].[H][H]. (2) Given the product [NH2:4][C@H:5]([C:10]([OH:12])=[O:11])[C:6]([CH3:9])([CH3:8])[CH3:7], predict the reactants needed to synthesize it. The reactants are: C([NH:4][C@H:5]([C:10]([OH:12])=[O:11])[C:6]([CH3:9])([CH3:8])[CH3:7])(=O)C.C1C=C2C(C(O)(O)C(=O)C2=CC=1)=O. (3) Given the product [F:1][C:2]1[CH:3]=[C:4]([C:14](=[O:16])[CH3:15])[CH:5]=[CH:6][C:7]=1[N:8]1[CH2:13][CH2:12][N:11]([C:26](=[O:27])[C:25]2[CH:29]=[C:21]([S:18]([CH3:17])(=[O:20])=[O:19])[CH:22]=[CH:23][C:24]=2[C:30]2[S:31][CH:32]=[CH:33][N:34]=2)[CH2:10][CH2:9]1, predict the reactants needed to synthesize it. The reactants are: [F:1][C:2]1[CH:3]=[C:4]([C:14](=[O:16])[CH3:15])[CH:5]=[CH:6][C:7]=1[N:8]1[CH2:13][CH2:12][NH:11][CH2:10][CH2:9]1.[CH3:17][S:18]([C:21]1[CH:22]=[CH:23][C:24]([C:30]2[S:31][CH:32]=[CH:33][N:34]=2)=[C:25]([CH:29]=1)[C:26](O)=[O:27])(=[O:20])=[O:19]. (4) Given the product [C:12]([C:15]1[S:16][C:17]([C:2]2[C:3]([CH3:11])=[C:4]([CH:8]=[CH:9][CH:10]=2)[C:5]([OH:7])=[O:6])=[CH:18][CH:19]=1)(=[O:14])[CH3:13], predict the reactants needed to synthesize it. The reactants are: Br[C:2]1[C:3]([CH3:11])=[C:4]([CH:8]=[CH:9][CH:10]=1)[C:5]([OH:7])=[O:6].[C:12]([C:15]1[S:16][C:17](B(O)O)=[CH:18][CH:19]=1)(=[O:14])[CH3:13].C(=O)([O-])[O-].[K+].[K+].O1CCOCC1. (5) Given the product [C:1]([O:5][C:6](=[O:25])[NH:7][C:8]1[CH:13]=[C:12]([O:14][CH2:15][C:16]([F:18])([F:17])[F:19])[C:11]([C:20]([F:22])([F:23])[F:21])=[CH:10][C:9]=1[NH:24][C:31](=[O:30])[CH2:32][C:33]([C:35]1[CH:40]=[CH:39][CH:38]=[C:37]([C:41]2[C:46]([CH3:47])=[CH:45][N:44]=[C:43]([CH3:48])[CH:42]=2)[CH:36]=1)=[O:34])([CH3:4])([CH3:2])[CH3:3], predict the reactants needed to synthesize it. The reactants are: [C:1]([O:5][C:6](=[O:25])[NH:7][C:8]1[CH:13]=[C:12]([O:14][CH2:15][C:16]([F:19])([F:18])[F:17])[C:11]([C:20]([F:23])([F:22])[F:21])=[CH:10][C:9]=1[NH2:24])([CH3:4])([CH3:3])[CH3:2].C([O:30][C:31](=O)[CH2:32][C:33]([C:35]1[CH:40]=[CH:39][CH:38]=[C:37]([C:41]2[C:46]([CH3:47])=[CH:45][N:44]=[C:43]([CH3:48])[CH:42]=2)[CH:36]=1)=[O:34])(C)(C)C. (6) Given the product [NH2:26][C:22]1[CH:23]=[C:24]([F:25])[C:9]([O:8][CH2:1][C:2]2[CH:3]=[CH:4][CH:5]=[CH:6][CH:7]=2)=[C:10]([CH:21]=1)[CH2:11][N:12]([CH3:20])[C:13](=[O:19])[O:14][C:15]([CH3:17])([CH3:18])[CH3:16], predict the reactants needed to synthesize it. The reactants are: [CH2:1]([O:8][C:9]1[C:24]([F:25])=[CH:23][C:22]([N+:26]([O-])=O)=[CH:21][C:10]=1[CH2:11][N:12]([CH3:20])[C:13](=[O:19])[O:14][C:15]([CH3:18])([CH3:17])[CH3:16])[C:2]1[CH:7]=[CH:6][CH:5]=[CH:4][CH:3]=1.[Cl-].[NH4+]. (7) Given the product [NH2:29][C:28]1[C:23]([CH2:22][NH:21][C@H:20]([CH:39]2[CH2:40][CH2:41][CH2:42][CH2:43][CH2:44]2)[CH2:19][CH2:18][C:17]([NH:16][C@H:7]([CH2:6][O:5][C:1]([CH3:4])([CH3:3])[CH3:2])[C:8]([N:10]2[CH2:15][CH2:14][O:13][CH2:12][CH2:11]2)=[O:9])=[O:45])=[CH:24][C:25]([O:32][C:33]2[CH:38]=[CH:37][CH:36]=[CH:35][CH:34]=2)=[N:26][CH:27]=1, predict the reactants needed to synthesize it. The reactants are: [C:1]([O:5][CH2:6][C@@H:7]([NH:16][C:17](=[O:45])[CH2:18][CH2:19][C@@H:20]([CH:39]1[CH2:44][CH2:43][CH2:42][CH2:41][CH2:40]1)[NH:21][CH2:22][C:23]1[C:28]([N+:29]([O-])=O)=[CH:27][N:26]=[C:25]([O:32][C:33]2[CH:38]=[CH:37][CH:36]=[CH:35][CH:34]=2)[CH:24]=1)[C:8]([N:10]1[CH2:15][CH2:14][O:13][CH2:12][CH2:11]1)=[O:9])([CH3:4])([CH3:3])[CH3:2].